Dataset: Forward reaction prediction with 1.9M reactions from USPTO patents (1976-2016). Task: Predict the product of the given reaction. Given the reactants [Cl-:1].[Cl-].[Cl-].[C:4]([C:8]1[N:9]([Ti+3:21])[C:10]([C:17]([CH3:20])([CH3:19])[CH3:18])=[C:11]([C:13]([CH3:16])([CH3:15])[CH3:14])[N:12]=1)([CH3:7])([CH3:6])[CH3:5].[CH3:22][O-:23].[Li+].[Cl-].[Li+], predict the reaction product. The product is: [CH3:22][O-:23].[CH3:22][O-:23].[Cl-:1].[C:4]([C:8]1[N-:12][C:11]([C:13]([CH3:16])([CH3:15])[CH3:14])=[C:10]([C:17]([CH3:20])([CH3:19])[CH3:18])[N:9]=1)([CH3:7])([CH3:6])[CH3:5].[Ti+4:21].